Dataset: Catalyst prediction with 721,799 reactions and 888 catalyst types from USPTO. Task: Predict which catalyst facilitates the given reaction. Reactant: Cl.Cl.[N:3]1[CH:8]=[CH:7][CH:6]=[CH:5][C:4]=1[N:9]1[CH2:13][CH2:12][C@H:11]([NH2:14])[CH2:10]1.[CH:15]1[N:19]=[CH:18][N:17]([C:20](N2C=NC=C2)=[O:21])[CH:16]=1. Product: [N:3]1[CH:8]=[CH:7][CH:6]=[CH:5][C:4]=1[N:9]1[CH2:13][CH2:12][C@H:11]([NH:14][C:20]([N:17]2[CH:16]=[CH:15][N:19]=[CH:18]2)=[O:21])[CH2:10]1. The catalyst class is: 2.